Dataset: Reaction yield outcomes from USPTO patents with 853,638 reactions. Task: Predict the reaction yield, written as a fraction of the theoretical maximum amount of product (1.0 means a 100% yield; for example, 0.34 means a 34% yield). (1) The reactants are FC(F)(F)C(O)=O.[Si:8]([O:25][CH2:26][CH:27]1[CH2:30][N:29](C(OC(C)(C)C)=O)[CH2:28]1)([C:21]([CH3:24])([CH3:23])[CH3:22])([C:15]1[CH:20]=[CH:19][CH:18]=[CH:17][CH:16]=1)[C:9]1[CH:14]=[CH:13][CH:12]=[CH:11][CH:10]=1. The catalyst is C(Cl)Cl. The product is [Si:8]([O:25][CH2:26][CH:27]1[CH2:30][NH:29][CH2:28]1)([C:21]([CH3:24])([CH3:22])[CH3:23])([C:9]1[CH:14]=[CH:13][CH:12]=[CH:11][CH:10]=1)[C:15]1[CH:16]=[CH:17][CH:18]=[CH:19][CH:20]=1. The yield is 0.990. (2) The reactants are [Br:1][C:2]1[CH:7]=[CH:6][C:5]([CH2:8][C:9]([O:11][CH2:12][CH3:13])=[O:10])=[CH:4][CH:3]=1.C([N-]C(C)C)(C)C.[Li+].C([C:24]([O:26][CH2:27][CH3:28])=[O:25])#N. The catalyst is C1COCC1. The product is [Br:1][C:2]1[CH:3]=[CH:4][C:5]([CH:8]([C:24]([O:26][CH2:27][CH3:28])=[O:25])[C:9]([O:11][CH2:12][CH3:13])=[O:10])=[CH:6][CH:7]=1. The yield is 0.410. (3) The reactants are [Cl:1][C:2]1[NH:3][C:4]2[C:9]([C:10]=1[CH:11]=[O:12])=[CH:8][CH:7]=[CH:6][CH:5]=2.[CH:13]([C:15]1[CH:16]=[C:17](B(O)O)[CH:18]=[CH:19][CH:20]=1)=[O:14]. No catalyst specified. The product is [Cl:1][C:2]1[N:3]([C:19]2[CH:18]=[CH:17][CH:16]=[C:15]([CH:13]=[O:14])[CH:20]=2)[C:4]2[C:9]([C:10]=1[CH:11]=[O:12])=[CH:8][CH:7]=[CH:6][CH:5]=2. The yield is 0.990. (4) The reactants are [N+:1]([C:4]1[CH:5]=[C:6]([N:10]2[CH:14]=[C:13]([C:15]([OH:17])=O)[N:12]=[CH:11]2)[CH:7]=[CH:8][CH:9]=1)([O-:3])=[O:2].Cl.[CH3:19][NH:20][CH3:21].C(NC(C)C)(C)C.ON1C2N=CC=CC=2N=N1.Cl.CN(C)CCCN=C=NCC. The catalyst is CN(C=O)C. The product is [CH3:19][N:20]([CH3:21])[C:15]([C:13]1[N:12]=[CH:11][N:10]([C:6]2[CH:7]=[CH:8][CH:9]=[C:4]([N+:1]([O-:3])=[O:2])[CH:5]=2)[CH:14]=1)=[O:17]. The yield is 0.290. (5) The reactants are [O:1]([CH2:8][CH2:9][N:10]1[CH2:15][CH2:14][CH2:13][CH2:12][C@@H:11]1[C:16]([NH:18][C@H:19]([C:21]1[CH:30]=[CH:29][C:24]([C:25]([O:27]C)=[O:26])=[CH:23][CH:22]=1)[CH3:20])=[O:17])[C:2]1[CH:7]=[CH:6][CH:5]=[CH:4][CH:3]=1.[OH-].[Na+].[ClH:33]. The catalyst is C1COCC1.CO. The product is [ClH:33].[O:1]([CH2:8][CH2:9][N:10]1[CH2:15][CH2:14][CH2:13][CH2:12][C@@H:11]1[C:16]([NH:18][C@H:19]([C:21]1[CH:22]=[CH:23][C:24]([C:25]([OH:27])=[O:26])=[CH:29][CH:30]=1)[CH3:20])=[O:17])[C:2]1[CH:3]=[CH:4][CH:5]=[CH:6][CH:7]=1. The yield is 0.660. (6) The reactants are [CH2:1]([O:3][C:4]1[CH:9]=[CH:8][NH:7][C:6](=[O:10])[C:5]=1[C:11]([O:13][CH2:14][CH3:15])=[O:12])[CH3:2].[F:16][C:17]1[CH:22]=[CH:21][C:20](B(O)O)=[CH:19][CH:18]=1.N1C=CC=CC=1. The catalyst is C(Cl)Cl.CC([O-])=O.CC([O-])=O.[Cu+2]. The product is [CH2:1]([O:3][C:4]1[CH:9]=[CH:8][N:7]([C:20]2[CH:21]=[CH:22][C:17]([F:16])=[CH:18][CH:19]=2)[C:6](=[O:10])[C:5]=1[C:11]([O:13][CH2:14][CH3:15])=[O:12])[CH3:2]. The yield is 0.950.